From a dataset of Full USPTO retrosynthesis dataset with 1.9M reactions from patents (1976-2016). Predict the reactants needed to synthesize the given product. (1) Given the product [N:1]1[CH:6]=[CH:5][N:4]=[CH:3][C:2]=1[CH2:7][CH2:8][CH2:9][CH2:10][OH:11], predict the reactants needed to synthesize it. The reactants are: [N:1]1[CH:6]=[CH:5][N:4]=[CH:3][C:2]=1[C:7]#[C:8][CH2:9][CH2:10][OH:11]. (2) Given the product [CH3:40][N:41]1[CH2:46][CH2:45][N:44]([C:33]([C:32]2[CH:31]=[CH:30][C:29]([NH:28][C:26]([NH:25][C:22]3[CH:23]=[CH:24][C:19]([C:10]4[N:11]=[C:12]([N:13]5[CH2:14][CH2:15][O:16][CH2:17][CH2:18]5)[C:7]5[CH:6]=[CH:5][N:4]([CH2:3][C:2]([F:38])([F:39])[F:1])[C:8]=5[N:9]=4)=[CH:20][CH:21]=3)=[O:27])=[CH:37][CH:36]=2)=[O:35])[CH2:43][CH2:42]1, predict the reactants needed to synthesize it. The reactants are: [F:1][C:2]([F:39])([F:38])[CH2:3][N:4]1[C:8]2[N:9]=[C:10]([C:19]3[CH:24]=[CH:23][C:22]([NH:25][C:26]([NH:28][C:29]4[CH:37]=[CH:36][C:32]([C:33]([OH:35])=O)=[CH:31][CH:30]=4)=[O:27])=[CH:21][CH:20]=3)[N:11]=[C:12]([N:13]3[CH2:18][CH2:17][O:16][CH2:15][CH2:14]3)[C:7]=2[CH:6]=[CH:5]1.[CH3:40][N:41]1[CH2:46][CH2:45][NH:44][CH2:43][CH2:42]1. (3) Given the product [F:1][C:2]([F:17])([F:16])[C:3]([CH3:15])=[CH:4][CH2:5][OH:6], predict the reactants needed to synthesize it. The reactants are: [F:1][C:2]([F:17])([F:16])[C:3]([CH3:15])=[CH:4][C:5](OCC1C=CC=CC=1)=[O:6].[H-].[H-].[H-].[H-].[Li+].[Al+3]. (4) Given the product [NH2:13][C:12]1[N:23]=[C:15]([C:16]2[CH:21]=[CH:20][CH:19]=[CH:18][CH:17]=2)[N:22]=[C:3]([OH:2])[C:4]=1[CH2:5][C:6]1([CH3:11])[O:7][CH2:8][CH2:9][O:10]1, predict the reactants needed to synthesize it. The reactants are: C[O:2][C:3](=O)[CH:4]([C:12]#[N:13])[CH2:5][C:6]1([CH3:11])[O:10][CH2:9][CH2:8][O:7]1.[C:15]([NH2:23])(=[NH:22])[C:16]1[CH:21]=[CH:20][CH:19]=[CH:18][CH:17]=1.C1CCN2C(=NCCC2)CC1.